From a dataset of Catalyst prediction with 721,799 reactions and 888 catalyst types from USPTO. Predict which catalyst facilitates the given reaction. (1) Reactant: [Cl:1][C:2]1[N:7]=[C:6]2[C:8]([CH3:28])=[C:9]([CH:11]([NH:18][C:19]3[CH:27]=[CH:26][C:22]([C:23](O)=[O:24])=[CH:21][CH:20]=3)[CH:12]3[CH2:17][CH2:16][CH2:15][CH2:14][CH2:13]3)[O:10][C:5]2=[CH:4][CH:3]=1.Cl.[CH2:30]([O:32][C:33](=[O:37])[CH2:34][CH2:35][NH2:36])[CH3:31].O.ON1C2C=CC=CC=2N=N1.Cl.C(N=C=NCCCN(C)C)C.[Cl-].[NH4+]. Product: [Cl:1][C:2]1[N:7]=[C:6]2[C:8]([CH3:28])=[C:9]([CH:11]([NH:18][C:19]3[CH:20]=[CH:21][C:22]([C:23]([NH:36][CH2:35][CH2:34][C:33]([O:32][CH2:30][CH3:31])=[O:37])=[O:24])=[CH:26][CH:27]=3)[CH:12]3[CH2:17][CH2:16][CH2:15][CH2:14][CH2:13]3)[O:10][C:5]2=[CH:4][CH:3]=1. The catalyst class is: 289. (2) Reactant: [Br:1][C:2]1[CH:3]=[C:4]2[C:9](=[CH:10][CH:11]=1)[S:8][CH2:7][CH2:6][C@@:5]12[C:16]([F:18])([F:17])[CH2:15][O:14][C:13]([NH2:19])=[N:12]1.C(N(CC)CC)C.[CH3:27][O:28][C:29]1[CH:50]=[CH:49][C:32]([C:33](Cl)([C:42]2[CH:47]=[CH:46][CH:45]=[CH:44][CH:43]=2)[C:34]2[CH:39]=[CH:38][C:37]([O:40][CH3:41])=[CH:36][CH:35]=2)=[CH:31][CH:30]=1. Product: [CH3:41][O:40][C:37]1[CH:36]=[CH:35][C:34]([C:33]([C:32]2[CH:31]=[CH:30][C:29]([O:28][CH3:27])=[CH:50][CH:49]=2)([C:42]2[CH:47]=[CH:46][CH:45]=[CH:44][CH:43]=2)[NH:19][C:13]2[O:14][CH2:15][C:16]([F:18])([F:17])[C@:5]3([N:12]=2)[C:4]2[C:9](=[CH:10][CH:11]=[C:2]([Br:1])[CH:3]=2)[S:8][CH2:7][CH2:6]3)=[CH:39][CH:38]=1. The catalyst class is: 4. (3) Reactant: [C:1]1([CH3:30])[CH:6]=[CH:5][C:4]([S:7]([NH:10][C:11]2[CH:12]=[C:13]([CH2:28][OH:29])[CH:14]=[CH:15][C:16]=2[NH:17][S:18]([C:21]2[CH:26]=[CH:25][C:24]([CH3:27])=[CH:23][CH:22]=2)(=[O:20])=[O:19])(=[O:9])=[O:8])=[CH:3][CH:2]=1.C1C=C[NH+]=CC=1.C1C=C[NH+]=CC=1.[O-][Cr](O[Cr]([O-])(=O)=O)(=O)=O. Product: [C:1]1([CH3:30])[CH:2]=[CH:3][C:4]([S:7]([NH:10][C:11]2[CH:12]=[C:13]([CH:14]=[CH:15][C:16]=2[NH:17][S:18]([C:21]2[CH:26]=[CH:25][C:24]([CH3:27])=[CH:23][CH:22]=2)(=[O:20])=[O:19])[CH:28]=[O:29])(=[O:8])=[O:9])=[CH:5][CH:6]=1. The catalyst class is: 2. (4) Reactant: [CH2:1]([O:3][C:4]([O:6][C@H:7]([N:9]1[N:13]=[N:12][C:11]([C:14]2[N:18]([CH3:19])[N:17]=[CH:16][C:15]=2[C:20]2[CH:48]=[CH:47][C:23]([C:24]([N:26]([C:40]3[C:45]([CH3:46])=[CH:44][CH:43]=[CH:42][N:41]=3)[C@@H:27]3[CH2:32][CH2:31][CH2:30][N:29](C(OC(C)(C)C)=O)[CH2:28]3)=[O:25])=[CH:22][CH:21]=2)=[N:10]1)[CH3:8])=[O:5])[CH3:2].Cl.O1CCOCC1. Product: [C:4](=[O:5])([O:6][C@H:7]([N:9]1[N:13]=[N:12][C:11]([C:14]2[N:18]([CH3:19])[N:17]=[CH:16][C:15]=2[C:20]2[CH:48]=[CH:47][C:23]([C:24](=[O:25])[N:26]([C:40]3[C:45]([CH3:46])=[CH:44][CH:43]=[CH:42][N:41]=3)[C@@H:27]3[CH2:32][CH2:31][CH2:30][NH:29][CH2:28]3)=[CH:22][CH:21]=2)=[N:10]1)[CH3:8])[O:3][CH2:1][CH3:2]. The catalyst class is: 10. (5) Reactant: [NH2:1][C:2]1[C:3]([C:16]([O:18]C)=[O:17])=[N:4][C:5]([C:8]2[C:13]([F:14])=[CH:12][CH:11]=[CH:10][C:9]=2[F:15])=[CH:6][CH:7]=1.[Li+].[OH-].Cl. Product: [NH2:1][C:2]1[C:3]([C:16]([OH:18])=[O:17])=[N:4][C:5]([C:8]2[C:13]([F:14])=[CH:12][CH:11]=[CH:10][C:9]=2[F:15])=[CH:6][CH:7]=1. The catalyst class is: 1. (6) Reactant: [S:1]1[CH:5]=[C:4]([C:6]2[NH:7][C:8]3[CH:14]=[C:13]([NH2:15])[CH:12]=[CH:11][C:9]=3[N:10]=2)[N:3]=[CH:2]1.[C:16]([N:23]1[CH:27]=[CH:26]N=C1)(N1C=CN=C1)=[O:17].[F:28][C:29]1[CH:30]=[C:31]([CH:35]=[CH:36][CH:37]=1)CCN. Product: [F:28][C:29]1[CH:37]=[C:36]([CH2:26][CH2:27][NH:23][C:16]([NH:15][C:13]2[CH:12]=[CH:11][C:9]3[N:10]=[C:6]([C:4]4[N:3]=[CH:2][S:1][CH:5]=4)[NH:7][C:8]=3[CH:14]=2)=[O:17])[CH:35]=[CH:31][CH:30]=1. The catalyst class is: 9. (7) The catalyst class is: 31. Reactant: [NH2:1][C:2]1[C:3]([C:13]2[CH:21]=[CH:20][C:16]([C:17]([OH:19])=O)=[C:15]([F:22])[CH:14]=2)=[N:4][C:5]([C:8]([O:10][CH2:11][CH3:12])=[O:9])=[CH:6][N:7]=1.[NH2:23][C@@H:24]([C:27]1[CH:32]=[C:31]([F:33])[CH:30]=[C:29]([Br:34])[CH:28]=1)[CH2:25][OH:26].C1C=NC2N(O)N=NC=2C=1.C(Cl)CCl.CCN(C(C)C)C(C)C. Product: [NH2:1][C:2]1[N:7]=[CH:6][C:5]([C:8]([O:10][CH2:11][CH3:12])=[O:9])=[N:4][C:3]=1[C:13]1[CH:21]=[CH:20][C:16]([C:17](=[O:19])[NH:23][C@@H:24]([C:27]2[CH:32]=[C:31]([F:33])[CH:30]=[C:29]([Br:34])[CH:28]=2)[CH2:25][OH:26])=[C:15]([F:22])[CH:14]=1.